From a dataset of Full USPTO retrosynthesis dataset with 1.9M reactions from patents (1976-2016). Predict the reactants needed to synthesize the given product. Given the product [CH2:8]([O:15][C@@H:16]1[C@@H:22]([O:23][CH2:24][C:25]2[CH:26]=[CH:27][CH:28]=[CH:29][CH:30]=2)[C@H:21]([O:31][CH2:32][C:33]2[CH:38]=[CH:37][CH:36]=[CH:35][CH:34]=2)[C@@H:20]([CH2:39][O:40][CH2:41][C:42]2[CH:43]=[CH:44][CH:45]=[CH:46][CH:47]=2)[O:19][C@H:17]1[C:48]1[CH:53]=[C:52]([CH3:54])[CH:51]=[CH:50][C:49]=1[O:55][CH2:56][CH3:57])[C:9]1[CH:10]=[CH:11][CH:12]=[CH:13][CH:14]=1, predict the reactants needed to synthesize it. The reactants are: C([SiH](CC)CC)C.[CH2:8]([O:15][C@@H:16]1[C@@H:22]([O:23][CH2:24][C:25]2[CH:30]=[CH:29][CH:28]=[CH:27][CH:26]=2)[C@H:21]([O:31][CH2:32][C:33]2[CH:38]=[CH:37][CH:36]=[CH:35][CH:34]=2)[C@@H:20]([CH2:39][O:40][CH2:41][C:42]2[CH:47]=[CH:46][CH:45]=[CH:44][CH:43]=2)[O:19][C:17]1([C:48]1[CH:53]=[C:52]([CH3:54])[CH:51]=[CH:50][C:49]=1[O:55][CH2:56][CH3:57])O)[C:9]1[CH:14]=[CH:13][CH:12]=[CH:11][CH:10]=1.C(=O)([O-])[O-].[K+].[K+].